From a dataset of Catalyst prediction with 721,799 reactions and 888 catalyst types from USPTO. Predict which catalyst facilitates the given reaction. Reactant: [NH2:1][C:2]1[CH:7]=[CH:6][C:5]([C:8]2[C:9]([NH2:15])=[N:10][CH:11]=[C:12](Br)[N:13]=2)=[CH:4][CH:3]=1.[B:16]1([B:16]2[O:20][C:19]([CH3:22])([CH3:21])[C:18]([CH3:24])([CH3:23])[O:17]2)[O:20][C:19]([CH3:22])([CH3:21])[C:18]([CH3:24])([CH3:23])[O:17]1.C([O-])(=O)C.[K+].C(Cl)Cl. Product: [NH2:1][C:2]1[CH:7]=[CH:6][C:5]([C:8]2[C:9]([NH2:15])=[N:10][CH:11]=[C:12]([B:16]3[O:20][C:19]([CH3:22])([CH3:21])[C:18]([CH3:24])([CH3:23])[O:17]3)[N:13]=2)=[CH:4][CH:3]=1. The catalyst class is: 12.